Dataset: NCI-60 drug combinations with 297,098 pairs across 59 cell lines. Task: Regression. Given two drug SMILES strings and cell line genomic features, predict the synergy score measuring deviation from expected non-interaction effect. (1) Drug 1: CN(C)C1=NC(=NC(=N1)N(C)C)N(C)C. Drug 2: CC1=CC=C(C=C1)C2=CC(=NN2C3=CC=C(C=C3)S(=O)(=O)N)C(F)(F)F. Cell line: SNB-75. Synergy scores: CSS=-4.89, Synergy_ZIP=0.383, Synergy_Bliss=-2.75, Synergy_Loewe=-5.65, Synergy_HSA=-4.60. (2) Drug 1: C(=O)(N)NO. Drug 2: C#CCC(CC1=CN=C2C(=N1)C(=NC(=N2)N)N)C3=CC=C(C=C3)C(=O)NC(CCC(=O)O)C(=O)O. Cell line: U251. Synergy scores: CSS=0.409, Synergy_ZIP=0.763, Synergy_Bliss=2.04, Synergy_Loewe=-2.54, Synergy_HSA=-0.334.